From a dataset of Peptide-MHC class II binding affinity with 134,281 pairs from IEDB. Regression. Given a peptide amino acid sequence and an MHC pseudo amino acid sequence, predict their binding affinity value. This is MHC class II binding data. (1) The MHC is HLA-DQA10501-DQB10201 with pseudo-sequence HLA-DQA10501-DQB10201. The peptide sequence is LGQQQPFPPQQPYP. The binding affinity (normalized) is 0. (2) The peptide sequence is TITVYAVTYYKEADY. The MHC is HLA-DQA10101-DQB10501 with pseudo-sequence HLA-DQA10101-DQB10501. The binding affinity (normalized) is 0.378. (3) The MHC is DRB5_0101 with pseudo-sequence DRB5_0101. The binding affinity (normalized) is 0.693. The peptide sequence is GELQIVDKIDGAFKI. (4) The peptide sequence is RCLVKEIPPRLLYAK. The MHC is DRB3_0101 with pseudo-sequence DRB3_0101. The binding affinity (normalized) is 0.210.